Dataset: Full USPTO retrosynthesis dataset with 1.9M reactions from patents (1976-2016). Task: Predict the reactants needed to synthesize the given product. Given the product [CH3:18][C:19]1([CH3:35])[CH2:20][O:21][P:22]([C:25]2[CH:30]=[CH:29][C:28]([NH2:31])=[CH:27][CH:26]=2)(=[O:34])[O:23][CH2:24]1, predict the reactants needed to synthesize it. The reactants are: NC1C=CC(P(=O)(OC(C)C)OC(C)C)=CC=1.[CH3:18][C:19]1([CH3:35])[CH2:24][O:23][P:22](=[O:34])([C:25]2[CH:30]=[CH:29][C:28]([N+:31]([O-])=O)=[CH:27][CH:26]=2)[O:21][CH2:20]1.